This data is from PAMPA (Parallel Artificial Membrane Permeability Assay) permeability data from NCATS. The task is: Regression/Classification. Given a drug SMILES string, predict its absorption, distribution, metabolism, or excretion properties. Task type varies by dataset: regression for continuous measurements (e.g., permeability, clearance, half-life) or binary classification for categorical outcomes (e.g., BBB penetration, CYP inhibition). Dataset: pampa_ncats. The result is 1 (high permeability). The molecule is CC1=C(C(=NN1C)COC2=CC=C(C=C2)N3CCN(CC3)C(=O)C)C4=CC=CC5=C4N(C(=C5CCCOC6=CC=CC7=CC=CC=C76)C(=O)O)CC8=CN=CC=C8.